Dataset: Reaction yield outcomes from USPTO patents with 853,638 reactions. Task: Predict the reaction yield, written as a fraction of the theoretical maximum amount of product (1.0 means a 100% yield; for example, 0.34 means a 34% yield). (1) The reactants are [N:1]#N.[CH:3]1([N:6]2[CH2:11][CH2:10][C:9]([S:19]([C:22]3[CH:27]=[CH:26][C:25]([C:28]4[CH:33]=[CH:32][C:31]([O:34][C:35]([F:40])([F:39])[CH:36]([F:38])[F:37])=[CH:30][CH:29]=4)=[CH:24][CH:23]=3)(=[O:21])=[O:20])([C:12]([O:14]C(C)(C)C)=O)[CH2:8][CH2:7]2)[CH2:5][CH2:4]1.C(N1C[CH2:52][C:51](S(C2C=CC(C3C=CC(OC(F)(F)C(F)F)=CC=3)=CC=2)(=O)=O)([C:54]([O:56][C:57]([CH3:60])(C)C)=[O:55])CC1)C1C=CC=CC=1.C([O-])([O-])=O.[Na+].[Na+]. The catalyst is C(OCC)(=O)C.C1C=CC(P(C2C=CC=CC=2)[C-]2C=CC=C2)=CC=1.C1C=CC(P(C2C=CC=CC=2)[C-]2C=CC=C2)=CC=1.Cl[Pd]Cl.[Fe+2].C(O)C.C1(C)C=CC=CC=1.O. The product is [CH:3]1([N:6]2[CH2:11][CH2:10][C:9]([S:19]([C:22]3[CH:23]=[CH:24][C:25]([C:28]4[CH:29]=[CH:30][C:31]([O:34][C:35]([F:39])([F:40])[CH:36]([F:38])[F:37])=[CH:32][CH:33]=4)=[CH:26][CH:27]=3)(=[O:20])=[O:21])([C:12]([NH:1][O:55][CH:54]3[CH2:51][CH2:52][CH2:60][CH2:57][O:56]3)=[O:14])[CH2:8][CH2:7]2)[CH2:5][CH2:4]1. The yield is 0.570. (2) No catalyst specified. The yield is 0.740. The reactants are [Br:1][C:2]1[C:3]([N:17]2[CH2:22][CH2:21][CH2:20][C@@H:19]([NH:23]C(=O)OC(C)(C)C)[CH2:18]2)=[C:4]2[C:10]([NH:11][C:12](=[O:16])[CH2:13][C:14]#[N:15])=[CH:9][NH:8][C:5]2=[N:6][CH:7]=1.C(O)(C(F)(F)F)=O.C(Cl)[Cl:39]. The product is [ClH:39].[NH2:23][C@@H:19]1[CH2:20][CH2:21][CH2:22][N:17]([C:3]2[C:2]([Br:1])=[CH:7][N:6]=[C:5]3[NH:8][CH:9]=[C:10]([NH:11][C:12](=[O:16])[CH2:13][C:14]#[N:15])[C:4]=23)[CH2:18]1. (3) The reactants are [C:1]([O:5][C:6](=[O:28])[NH:7][CH:8]([CH2:18][O:19][CH2:20][CH:21]1[CH2:25][O:24][C:23]([CH3:27])([CH3:26])[O:22]1)[CH2:9][O:10][CH2:11][C:12]1[CH:17]=[CH:16][CH:15]=[CH:14][CH:13]=1)([CH3:4])([CH3:3])[CH3:2].[H-].[Na+].[CH3:31]I. The catalyst is CN(C=O)C. The product is [C:1]([O:5][C:6](=[O:28])[N:7]([CH:8]([CH2:18][O:19][CH2:20][CH:21]1[CH2:25][O:24][C:23]([CH3:27])([CH3:26])[O:22]1)[CH2:9][O:10][CH2:11][C:12]1[CH:13]=[CH:14][CH:15]=[CH:16][CH:17]=1)[CH3:31])([CH3:4])([CH3:2])[CH3:3]. The yield is 0.960. (4) The reactants are [CH3:1][S:2](Cl)(=[O:4])=[O:3].[Cl:6][C:7]1[CH:8]=[C:9]([NH:14][C:15]([N:17]2[CH2:22][CH2:21][N:20]([C:23]([C@H:25]3[CH2:30][N:29]([CH2:31][CH3:32])[CH2:28][CH2:27][NH:26]3)=[O:24])[CH2:19][CH2:18]2)=[O:16])[CH:10]=[CH:11][C:12]=1[Cl:13]. No catalyst specified. The product is [Cl:6][C:7]1[CH:8]=[C:9]([NH:14][C:15]([N:17]2[CH2:18][CH2:19][N:20]([C:23]([C@H:25]3[CH2:30][N:29]([CH2:31][CH3:32])[CH2:28][CH2:27][N:26]3[S:2]([CH3:1])(=[O:4])=[O:3])=[O:24])[CH2:21][CH2:22]2)=[O:16])[CH:10]=[CH:11][C:12]=1[Cl:13]. The yield is 0.640. (5) The reactants are [Br:1][C:2]1[CH:6]=[N:5][N:4]([CH3:7])[C:3]=1[C:8]1[CH:9]=[C:10]([NH2:16])[CH:11]=[CH:12][C:13]=1[O:14][CH3:15].[F:17][C:18]1[CH:23]=[CH:22][C:21]([N:24]=[C:25]=[O:26])=[CH:20][C:19]=1[N+:27]([O-:29])=[O:28]. The catalyst is C(Cl)Cl. The product is [Br:1][C:2]1[CH:6]=[N:5][N:4]([CH3:7])[C:3]=1[C:8]1[CH:9]=[C:10]([NH:16][C:25]([NH:24][C:21]2[CH:22]=[CH:23][C:18]([F:17])=[C:19]([N+:27]([O-:29])=[O:28])[CH:20]=2)=[O:26])[CH:11]=[CH:12][C:13]=1[O:14][CH3:15]. The yield is 0.690. (6) The reactants are Cl[C:2]1[CH:3]=[CH:4][C:5]2[CH2:6][N:7]([CH2:19][CH2:20][OH:21])[CH2:8][CH:9]([C:13]3[CH:18]=[CH:17][CH:16]=[CH:15][CH:14]=3)[O:10][C:11]=2[N:12]=1.[CH3:22][O:23][C:24]1[CH:25]=[C:26]([CH:28]=[CH:29][C:30]=1[N:31]1[CH:35]=[C:34]([CH3:36])[N:33]=[CH:32]1)[NH2:27].C1(P(C2CCCCC2)C2C=CC=CC=2C2C=CC=CC=2)CCCCC1.C([O-])([O-])=O.[Cs+].[Cs+]. The catalyst is C(Cl)Cl.CC([O-])=O.CC([O-])=O.[Pd+2]. The product is [CH3:22][O:23][C:24]1[CH:25]=[C:26]([NH:27][C:2]2[CH:3]=[CH:4][C:5]3[CH2:6][N:7]([CH2:19][CH2:20][OH:21])[CH2:8][CH:9]([C:13]4[CH:18]=[CH:17][CH:16]=[CH:15][CH:14]=4)[O:10][C:11]=3[N:12]=2)[CH:28]=[CH:29][C:30]=1[N:31]1[CH:35]=[C:34]([CH3:36])[N:33]=[CH:32]1. The yield is 0.320. (7) The reactants are [F:1][C:2]1[CH:7]=[C:6]([F:8])[CH:5]=[CH:4][C:3]=1[N:9]1[C:13]([C:14]2[S:23][C:22]3[C:21]4[N:24]=[C:25]([C:28]5[CH:29]=[N:30][C:31](F)=[CH:32][CH:33]=5)[CH:26]=[CH:27][C:20]=4[O:19][CH2:18][CH2:17][C:16]=3[CH:15]=2)=[N:12][CH:11]=[N:10]1.[CH3:35][NH:36][CH3:37].CCN(C(C)C)C(C)C. The catalyst is CN1C(=O)CCC1. The product is [F:1][C:2]1[CH:7]=[C:6]([F:8])[CH:5]=[CH:4][C:3]=1[N:9]1[C:13]([C:14]2[S:23][C:22]3[C:21]4[N:24]=[C:25]([C:28]5[CH:33]=[CH:32][C:31]([N:36]([CH3:37])[CH3:35])=[N:30][CH:29]=5)[CH:26]=[CH:27][C:20]=4[O:19][CH2:18][CH2:17][C:16]=3[CH:15]=2)=[N:12][CH:11]=[N:10]1. The yield is 0.120. (8) The reactants are [ClH:1].C([N:15]1[CH2:18][C:17]([CH:20]2[CH2:22][CH2:21]2)([F:19])[CH2:16]1)(C1C=CC=CC=1)C1C=CC=CC=1. The catalyst is [Pd].C(O)C. The product is [ClH:1].[CH:20]1([C:17]2([F:19])[CH2:18][NH:15][CH2:16]2)[CH2:22][CH2:21]1. The yield is 0.930.